Dataset: Full USPTO retrosynthesis dataset with 1.9M reactions from patents (1976-2016). Task: Predict the reactants needed to synthesize the given product. (1) Given the product [C:1]1([CH2:11][CH2:12][O:13][CH2:28][CH2:27][C:26]([O:30][C:31]([CH3:34])([CH3:33])[CH3:32])=[O:29])[C:10]2[C:5](=[CH:6][CH:7]=[CH:8][CH:9]=2)[CH:4]=[CH:3][CH:2]=1, predict the reactants needed to synthesize it. The reactants are: [C:1]1([CH2:11][CH2:12][OH:13])[C:10]2[C:5](=[CH:6][CH:7]=[CH:8][CH:9]=2)[CH:4]=[CH:3][CH:2]=1.[OH-].C([N+](C)(C)C)C1C=CC=CC=1.[C:26]([O:30][C:31]([CH3:34])([CH3:33])[CH3:32])(=[O:29])[CH:27]=[CH2:28]. (2) The reactants are: C[O:2][C:3](=[O:22])[C:4]1[CH:9]=[CH:8][C:7]([O:10][CH3:11])=[C:6]([S:12](=[O:21])(=[O:20])[NH:13][C:14]2[CH:15]=[N:16][CH:17]=[CH:18][CH:19]=2)[CH:5]=1.[Li+].[OH-]. Given the product [CH3:11][O:10][C:7]1[CH:8]=[CH:9][C:4]([C:3]([OH:22])=[O:2])=[CH:5][C:6]=1[S:12](=[O:21])(=[O:20])[NH:13][C:14]1[CH:15]=[N:16][CH:17]=[CH:18][CH:19]=1, predict the reactants needed to synthesize it.